Predict the reactants needed to synthesize the given product. From a dataset of Full USPTO retrosynthesis dataset with 1.9M reactions from patents (1976-2016). (1) Given the product [Br:25][C:26]1[CH:27]=[C:28]([CH2:2][CH:1]=[O:4])[CH:29]=[CH:30][CH:31]=1, predict the reactants needed to synthesize it. The reactants are: [C:1]([O-:4])(=O)[CH3:2].C([O-])(=O)C.C([O-])(=O)C.C([O-])(=O)C.[Pb+4].FC(F)(F)C(O)=O.[Br:25][C:26]1[CH:31]=[CH:30][CH:29]=[C:28](C=C)[CH:27]=1.O. (2) Given the product [CH:44]1([CH2:43][NH:39][C:22](=[O:24])[C:21]2[CH:20]=[CH:19][C:18]([N:16]3[CH:17]=[C:13]([C:3]4[C:4]([C:7]5[CH:12]=[CH:11][CH:10]=[CH:9][CH:8]=5)=[N:5][O:6][C:2]=4[CH3:1])[N:14]=[CH:15]3)=[CH:26][CH:25]=2)[CH2:46][CH2:45]1, predict the reactants needed to synthesize it. The reactants are: [CH3:1][C:2]1[O:6][N:5]=[C:4]([C:7]2[CH:12]=[CH:11][CH:10]=[CH:9][CH:8]=2)[C:3]=1[C:13]1[N:14]=[CH:15][N:16]([C:18]2[CH:26]=[CH:25][C:21]([C:22]([OH:24])=O)=[CH:20][CH:19]=2)[CH:17]=1.C(N=C=NCCCN(C)C)C.O[N:39]1[C:43]2[CH:44]=[CH:45][CH:46]=CC=2N=N1.C1(CN)CC1.C(N(CC)CC)C. (3) Given the product [CH3:1][C:2]1[CH:11]=[C:10]([CH2:12][O:13][C:14]2[CH:15]=[CH:16][C:17]([S:20]([NH:23][C@@H:24]3[C@H:29]([C:30]([O:32][C:33]([CH3:36])([CH3:35])[CH3:34])=[O:31])[CH2:28][CH:27]=[CH:26][CH2:25]3)(=[O:21])=[O:22])=[CH:18][CH:19]=2)[C:9]2[C:4](=[CH:5][CH:6]=[CH:7][CH:8]=2)[N:3]=1, predict the reactants needed to synthesize it. The reactants are: [CH3:1][C:2]1[CH:11]=[C:10]([CH2:12][O:13][C:14]2[CH:19]=[CH:18][C:17]([S:20]([NH:23][C@@H:24]3[C@H:29]([C:30]([OH:32])=[O:31])[CH2:28][CH:27]=[CH:26][CH2:25]3)(=[O:22])=[O:21])=[CH:16][CH:15]=2)[C:9]2[C:4](=[CH:5][CH:6]=[CH:7][CH:8]=2)[N:3]=1.[C:33](OC(O[C:33]([CH3:36])([CH3:35])[CH3:34])N(C)C)([CH3:36])([CH3:35])[CH3:34]. (4) Given the product [Cl:2][C:3]1[CH:8]=[CH:7][CH:6]=[CH:5][C:4]=1[CH:9]1[N:13]([C:14]2[CH:15]=[CH:16][C:17]([N:20]3[CH2:25][CH2:24][N:23]([S:39]([CH:36]4[CH2:38][CH2:37]4)(=[O:41])=[O:40])[CH2:22][CH2:21]3)=[CH:18][CH:19]=2)[N:12]=[C:11]([C:26]([C:28]([F:30])([F:31])[F:29])([C:32]([F:33])([F:35])[F:34])[OH:27])[CH2:10]1, predict the reactants needed to synthesize it. The reactants are: Cl.[Cl:2][C:3]1[CH:8]=[CH:7][CH:6]=[CH:5][C:4]=1[CH:9]1[N:13]([C:14]2[CH:19]=[CH:18][C:17]([N:20]3[CH2:25][CH2:24][NH:23][CH2:22][CH2:21]3)=[CH:16][CH:15]=2)[N:12]=[C:11]([C:26]([C:32]([F:35])([F:34])[F:33])([C:28]([F:31])([F:30])[F:29])[OH:27])[CH2:10]1.[CH:36]1([S:39](Cl)(=[O:41])=[O:40])[CH2:38][CH2:37]1.C(N(CC)CC)C.